Dataset: Reaction yield outcomes from USPTO patents with 853,638 reactions. Task: Predict the reaction yield, written as a fraction of the theoretical maximum amount of product (1.0 means a 100% yield; for example, 0.34 means a 34% yield). (1) The reactants are [C:1]1([C:17]2[CH:22]=[CH:21][CH:20]=[CH:19][CH:18]=2)[CH:6]=[CH:5][C:4]([CH:7]([NH:15][CH3:16])[CH2:8][N:9]2[CH2:14][CH2:13][O:12][CH2:11][CH2:10]2)=[CH:3][CH:2]=1.[CH3:23][C:24]1[CH:25]=[C:26]2[C:31](=[CH:32][C:33]=1[CH3:34])[N:30]([CH2:35][C:36]([OH:38])=O)[C:29](=[O:39])[CH:28]=[CH:27]2.C(N(C(C)C)CC)(C)C. The catalyst is CN(C)C=O. The product is [C:1]1([C:17]2[CH:22]=[CH:21][CH:20]=[CH:19][CH:18]=2)[CH:2]=[CH:3][C:4]([CH:7]([N:15]([CH3:16])[C:36](=[O:38])[CH2:35][N:30]2[C:31]3[C:26](=[CH:25][C:24]([CH3:23])=[C:33]([CH3:34])[CH:32]=3)[CH:27]=[CH:28][C:29]2=[O:39])[CH2:8][N:9]2[CH2:10][CH2:11][O:12][CH2:13][CH2:14]2)=[CH:5][CH:6]=1. The yield is 0.160. (2) The reactants are [CH3:1][C:2]1[CH:3]=[C:4]2[C:9](=[CH:10][CH:11]=1)[N:8]=[C:7]([C:12]([OH:14])=O)[N:6]=[CH:5]2.[N:15]1[N:16]=[CH:17][N:18]2[CH:23]=[CH:22][N:21]=[C:20]([N:24]3[CH2:28][CH2:27][C@H:26]([NH2:29])[CH2:25]3)[C:19]=12.C(N(CC)CC)C.CN(C(ON1N=NC2C=CC=NC1=2)=[N+](C)C)C.F[P-](F)(F)(F)(F)F. The catalyst is CS(C)=O. The product is [N:15]1[N:16]=[CH:17][N:18]2[CH:23]=[CH:22][N:21]=[C:20]([N:24]3[CH2:28][CH2:27][C@H:26]([NH:29][C:12]([C:7]4[N:6]=[CH:5][C:4]5[C:9](=[CH:10][CH:11]=[C:2]([CH3:1])[CH:3]=5)[N:8]=4)=[O:14])[CH2:25]3)[C:19]=12. The yield is 0.420. (3) The reactants are FC(F)(F)S(O[C:7]1[C:8]([C:14]2[NH:15][C:16]3[C:21]([CH:22]=2)=[C:20]([F:23])[CH:19]=[CH:18][CH:17]=3)=[N:9][C:10]([Cl:13])=[CH:11][CH:12]=1)(=O)=O.[CH2:26]([Sn](CCCC)(CCCC)CCCC)[CH:27]=[CH2:28].[Li+].[Cl-]. The catalyst is C1COCC1.C1C=CC([P]([Pd]([P](C2C=CC=CC=2)(C2C=CC=CC=2)C2C=CC=CC=2)([P](C2C=CC=CC=2)(C2C=CC=CC=2)C2C=CC=CC=2)[P](C2C=CC=CC=2)(C2C=CC=CC=2)C2C=CC=CC=2)(C2C=CC=CC=2)C2C=CC=CC=2)=CC=1. The product is [CH2:28]([C:7]1[C:8]([C:14]2[NH:15][C:16]3[C:21]([CH:22]=2)=[C:20]([F:23])[CH:19]=[CH:18][CH:17]=3)=[N:9][C:10]([Cl:13])=[CH:11][CH:12]=1)[CH:27]=[CH2:26]. The yield is 0.680.